Dataset: Full USPTO retrosynthesis dataset with 1.9M reactions from patents (1976-2016). Task: Predict the reactants needed to synthesize the given product. (1) The reactants are: C([O:4][CH2:5][C:6]1[C:7]([N:35]2[CH2:46][CH2:45][N:44]3[C:37](=[CH:38][C:39]4[CH2:40][C:41]([CH3:48])([CH3:47])[CH2:42][C:43]=43)[C:36]2=[O:49])=[N:8][CH:9]=[CH:10][C:11]=1[C:12]1[CH:17]=[C:16]([NH:18][C:19]2[CH:24]=[CH:23][CH:22]=[C:21]([O:25][CH2:26][CH2:27][NH:28][C:29](=[O:32])[CH:30]=[CH2:31])[N:20]=2)[C:15](=[O:33])[N:14]([CH3:34])[CH:13]=1)(=O)C.[Li+].[OH-]. Given the product [CH3:47][C:41]1([CH3:48])[CH2:40][C:39]2[CH:38]=[C:37]3[N:44]([CH2:45][CH2:46][N:35]([C:7]4[C:6]([CH2:5][OH:4])=[C:11]([C:12]5[CH:17]=[C:16]([NH:18][C:19]6[N:20]=[C:21]([O:25][CH2:26][CH2:27][NH:28][C:29](=[O:32])[CH:30]=[CH2:31])[CH:22]=[CH:23][CH:24]=6)[C:15](=[O:33])[N:14]([CH3:34])[CH:13]=5)[CH:10]=[CH:9][N:8]=4)[C:36]3=[O:49])[C:43]=2[CH2:42]1, predict the reactants needed to synthesize it. (2) Given the product [C:26]([O:30][C:24](=[O:34])[NH:21][C:5]1[C:6]([O:8][C:9]2[CH:14]=[CH:13][CH:12]=[CH:11][C:10]=2[CH3:15])=[N:7][C:2]([CH3:1])=[N:3][CH:4]=1)([CH3:29])([CH3:28])[CH3:27], predict the reactants needed to synthesize it. The reactants are: [CH3:1][C:2]1[N:7]=[C:6]([O:8][C:9]2[CH:14]=[CH:13][CH:12]=[CH:11][C:10]=2[CH3:15])[C:5](C(O)=O)=[CH:4][N:3]=1.C([N:21]([CH2:24]C)CC)C.[C:26]([OH:30])([CH3:29])([CH3:28])[CH3:27].C1C[O:34]CC1. (3) Given the product [Cl:23][C:20]1[CH:21]=[CH:22][C:17]([C@H:11]2[C@@H:10]([C:7]3[CH:6]=[CH:5][C:4]([Cl:3])=[CH:9][CH:8]=3)[N:15]([C@H:46]([CH2:52][CH2:53][CH3:54])[C:47]([O:49][CH2:50][CH3:51])=[O:48])[C:14](=[O:16])[CH2:13][O:12]2)=[CH:18][CH:19]=1, predict the reactants needed to synthesize it. The reactants are: [H-].[Na+].[Cl:3][C:4]1[CH:9]=[CH:8][C:7]([C@H:10]2[NH:15][C:14](=[O:16])[CH2:13][O:12][C@H:11]2[C:17]2[CH:22]=[CH:21][C:20]([Cl:23])=[CH:19][CH:18]=2)=[CH:6][CH:5]=1.ClC1C=CC([C@@H]2NC(=O)CO[C@@H]2C2C=CC(Cl)=CC=2)=CC=1.Br[CH:46]([CH2:52][CH2:53][CH3:54])[C:47]([O:49][CH2:50][CH3:51])=[O:48]. (4) Given the product [Cl:27][C:21]1[CH:22]=[C:23]([NH:24][C:2]2[C:3]3[C:10]4[CH2:11][CH2:12][C:13]5([CH2:18][C:9]=4[S:8][C:4]=3[N:5]=[CH:6][N:7]=2)[O:17][CH2:16][CH2:15][O:14]5)[CH:25]=[CH:26][C:20]=1[F:19], predict the reactants needed to synthesize it. The reactants are: Cl[C:2]1[C:3]2[C:10]3[CH2:11][CH2:12][C:13]4([CH2:18][C:9]=3[S:8][C:4]=2[N:5]=[CH:6][N:7]=1)[O:17][CH2:16][CH2:15][O:14]4.[F:19][C:20]1[CH:26]=[CH:25][C:23]([NH2:24])=[CH:22][C:21]=1[Cl:27].Cl. (5) Given the product [C:1]([C:3]1[N:4]=[CH:5][N:6]2[C:15]=1[C@@H:14]([CH2:16][CH3:17])[N:13]([CH:18]([CH3:20])[CH3:19])[C:12]1[N:11]=[C:10]([NH:21][C:22]3[C:30]([O:31][CH3:32])=[CH:29][C:25]([C:26]([NH:51][CH:48]4[CH2:47][CH2:46][N:45]([CH:42]5[CH2:43][CH2:44][N:39]([CH2:35][CH:36]([CH3:38])[CH3:37])[CH2:40][CH2:41]5)[CH2:50][CH2:49]4)=[O:28])=[C:24]([F:33])[CH:23]=3)[N:9]=[CH:8][C:7]2=1)#[N:2], predict the reactants needed to synthesize it. The reactants are: [C:1]([C:3]1[N:4]=[CH:5][N:6]2[C:15]=1[C@@H:14]([CH2:16][CH3:17])[N:13]([CH:18]([CH3:20])[CH3:19])[C:12]1[N:11]=[C:10]([NH:21][C:22]3[C:30]([O:31][CH3:32])=[CH:29][C:25]([C:26]([OH:28])=O)=[C:24]([F:33])[CH:23]=3)[N:9]=[CH:8][C:7]2=1)#[N:2].Cl.[CH2:35]([N:39]1[CH2:44][CH2:43][CH:42]([N:45]2[CH2:50][CH2:49][CH:48]([NH2:51])[CH2:47][CH2:46]2)[CH2:41][CH2:40]1)[CH:36]([CH3:38])[CH3:37]. (6) The reactants are: [Cl:1][C:2]1[CH:3]=[C:4]([NH:17][C:18]2[C:27]3[C:22](=[CH:23][CH:24]=[C:25](C=O)[CH:26]=3)[N:21]=[CH:20][N:19]=2)[CH:5]=[CH:6][C:7]=1[O:8][CH2:9][C:10]1[CH:15]=[CH:14][CH:13]=[C:12]([F:16])[CH:11]=1.Cl.Cl.[N:32]1([CH2:38][CH2:39][O:40][NH2:41])[CH2:37][CH2:36][CH2:35][CH2:34][CH2:33]1. Given the product [Cl:1][C:2]1[CH:3]=[C:4]([NH:17][C:18]2[C:27]3[CH2:26][C:25](=[N:41][O:40][CH2:39][CH2:38][N:32]4[CH2:37][CH2:36][CH2:35][CH2:34][CH2:33]4)[CH:24]=[CH:23][C:22]=3[N:21]=[CH:20][N:19]=2)[CH:5]=[CH:6][C:7]=1[O:8][CH2:9][C:10]1[CH:15]=[CH:14][CH:13]=[C:12]([F:16])[CH:11]=1, predict the reactants needed to synthesize it. (7) The reactants are: Br[C:2]1[N:3]=[CH:4][C:5]([NH:8][C:9](=[O:28])[C@@H:10]([C:17]2[CH:22]=[CH:21][C:20]([S:23]([CH3:26])(=[O:25])=[O:24])=[C:19]([Cl:27])[CH:18]=2)[CH2:11][CH:12]2[CH2:16][CH2:15][CH2:14][CH2:13]2)=[N:6][CH:7]=1.C(N(CC)C(C)C)(C)C.[CH3:38][O:39][CH2:40][C:41]#[CH:42]. Given the product [Cl:27][C:19]1[CH:18]=[C:17]([C@@H:10]([CH2:11][CH:12]2[CH2:16][CH2:15][CH2:14][CH2:13]2)[C:9]([NH:8][C:5]2[CH:4]=[N:3][C:2]([C:42]#[C:41][CH2:40][O:39][CH3:38])=[CH:7][N:6]=2)=[O:28])[CH:22]=[CH:21][C:20]=1[S:23]([CH3:26])(=[O:25])=[O:24], predict the reactants needed to synthesize it. (8) Given the product [Br:14][C:15]1[C:20]([F:21])=[CH:19][CH:18]=[CH:17][C:16]=1[N:22]([CH2:2][C:3]([CH3:5])=[CH2:4])[C:23](=[O:25])[CH3:24], predict the reactants needed to synthesize it. The reactants are: Br[CH2:2][C:3]([CH3:5])=[CH2:4].C(=O)([O-])[O-].[K+].[K+].[H-].[Na+].[Br:14][C:15]1[C:20]([F:21])=[CH:19][CH:18]=[CH:17][C:16]=1[NH:22][C:23](=[O:25])[CH3:24].